From a dataset of Catalyst prediction with 721,799 reactions and 888 catalyst types from USPTO. Predict which catalyst facilitates the given reaction. (1) Reactant: CC(OC)(C)C.[H-].[Al+3].[Li+].[H-].[H-].[H-].C[O:14][C:15]([C@@H:17]([N:25]1[CH2:33][C:29]2[CH:30]=[CH:31][S:32][C:28]=2[CH2:27][CH2:26]1)[C:18]1[CH:19]=[CH:20][CH:21]=[CH:22][C:23]=1[Cl:24])=O.Cl. Product: [Cl:24][C:23]1[CH:22]=[CH:21][CH:20]=[CH:19][C:18]=1[CH:17]([N:25]1[CH2:26][CH2:27][C:28]2[S:32][CH:31]=[CH:30][C:29]=2[CH2:33]1)[CH2:15][OH:14]. The catalyst class is: 757. (2) Reactant: [CH3:1][C:2]1[CH:7]=[C:6]([C:8]2[C:16]3[C:11](=[CH:12][C:13]([N+]([O-])=O)=[C:14](/[CH:17]=[CH:18]/[C:19]([O-:21])=[O:20])[CH:15]=3)[N:10]([C:25]([C:38]3[CH:43]=[CH:42][CH:41]=[CH:40][CH:39]=3)([C:32]3[CH:37]=[CH:36][CH:35]=[CH:34][CH:33]=3)[C:26]3[CH:31]=[CH:30][CH:29]=[CH:28][CH:27]=3)[N:9]=2)[CH:5]=[CH:4][N:3]=1.[Cl-].[NH4+:45].[CH2:46](O)C. Product: [NH2:45][C:13]1[CH:12]=[C:11]2[C:16]([C:8]([C:6]3[CH:5]=[CH:4][N:3]=[C:2]([CH3:1])[CH:7]=3)=[N:9][N:10]2[C:25]([C:26]2[CH:31]=[CH:30][CH:29]=[CH:28][CH:27]=2)([C:38]2[CH:43]=[CH:42][CH:41]=[CH:40][CH:39]=2)[C:32]2[CH:37]=[CH:36][CH:35]=[CH:34][CH:33]=2)=[CH:15][C:14]=1[CH:17]=[CH:18][C:19]([O:21][CH3:46])=[O:20]. The catalyst class is: 401. (3) Reactant: [OH:1][C:2]1[CH:3]=[C:4]2[C:9](=[CH:10][CH:11]=1)[N:8]=[CH:7][N:6]([C:12]1[CH:13]=[C:14]([NH:19][C:20](=[O:31])[C:21]3[CH:26]=[CH:25][CH:24]=[C:23]([C:27]([F:30])([F:29])[F:28])[CH:22]=3)[CH:15]=[CH:16][C:17]=1[CH3:18])[C:5]2=[O:32].C(=O)([O-])[O-].[K+].[K+].[I-].[Na+]. Product: [CH3:7][N:6]([CH3:12])[CH2:5][CH2:4][O:1][C:2]1[CH:3]=[C:4]2[C:9](=[CH:10][CH:11]=1)[N:8]=[CH:7][N:6]([C:12]1[CH:13]=[C:14]([NH:19][C:20](=[O:31])[C:21]3[CH:26]=[CH:25][CH:24]=[C:23]([C:27]([F:29])([F:30])[F:28])[CH:22]=3)[CH:15]=[CH:16][C:17]=1[CH3:18])[C:5]2=[O:32]. The catalyst class is: 21. (4) Reactant: C([O:3][C:4]([C:6]1[C:7]([CH3:18])=[N:8][C:9]([C:12]2[CH:17]=[CH:16][CH:15]=[CH:14][N:13]=2)=[N:10][CH:11]=1)=[O:5])C.[Li+].[OH-].C1COCC1.CO. Product: [CH3:18][C:7]1[C:6]([C:4]([OH:5])=[O:3])=[CH:11][N:10]=[C:9]([C:12]2[CH:17]=[CH:16][CH:15]=[CH:14][N:13]=2)[N:8]=1. The catalyst class is: 6. (5) Reactant: C[O:2][C:3]1[CH:4]=[C:5]([N+:16]([O-:18])=[O:17])[CH:6]=[CH:7][C:8]=1[O:9][C:10]1[CH:15]=[CH:14][CH:13]=[CH:12][CH:11]=1.Br. Product: [N+:16]([C:5]1[CH:6]=[CH:7][C:8]([O:9][C:10]2[CH:15]=[CH:14][CH:13]=[CH:12][CH:11]=2)=[C:3]([OH:2])[CH:4]=1)([O-:18])=[O:17]. The catalyst class is: 52. (6) Reactant: [Br:1][C:2]1[CH:3]=[CH:4][C:5]([OH:11])=[C:6]([C:8](=[O:10])[CH3:9])[CH:7]=1.[Cl:12][C:13]1[CH:20]=[CH:19][C:16]([CH:17]=O)=[CH:15][CH:14]=1.CCO. The catalyst class is: 238. Product: [Br:1][C:2]1[CH:7]=[C:6]2[C:5](=[CH:4][CH:3]=1)[O:11][CH:17]([C:16]1[CH:19]=[CH:20][C:13]([Cl:12])=[CH:14][CH:15]=1)[CH2:9][C:8]2=[O:10].